This data is from Peptide-MHC class II binding affinity with 134,281 pairs from IEDB. The task is: Regression. Given a peptide amino acid sequence and an MHC pseudo amino acid sequence, predict their binding affinity value. This is MHC class II binding data. (1) The peptide sequence is WHTTKGAALMSGEGRL. The MHC is DRB1_1101 with pseudo-sequence DRB1_1101. The binding affinity (normalized) is 0.292. (2) The peptide sequence is TNISKEHDGECKETV. The MHC is HLA-DQA10501-DQB10201 with pseudo-sequence HLA-DQA10501-DQB10201. The binding affinity (normalized) is 0.121. (3) The peptide sequence is PYLGYCALLPLLTEE. The MHC is DRB1_0301 with pseudo-sequence DRB1_0301. The binding affinity (normalized) is 0.568.